This data is from Forward reaction prediction with 1.9M reactions from USPTO patents (1976-2016). The task is: Predict the product of the given reaction. Given the reactants [C:1]([OH:9])(=[O:8])[C:2]1[CH:7]=[CH:6][CH:5]=[CH:4][CH:3]=1.C(#N)C.[Ag:13]=O, predict the reaction product. The product is: [Ag:13].[C:1]([OH:9])(=[O:8])[C:2]1[CH:7]=[CH:6][CH:5]=[CH:4][CH:3]=1.